Dataset: Reaction yield outcomes from USPTO patents with 853,638 reactions. Task: Predict the reaction yield, written as a fraction of the theoretical maximum amount of product (1.0 means a 100% yield; for example, 0.34 means a 34% yield). (1) The reactants are [CH3:1][O:2][CH2:3][N:4]1[C:12]2[C:7](=[CH:8][CH:9]=[CH:10][C:11]=2[NH:13][S:14]([C:17]2[CH:22]=[CH:21][CH:20]=[CH:19][N:18]=2)(=[O:16])=[O:15])[CH:6]=[C:5]1[C:23](O)=[O:24].[CH2:26]([S:33][CH:34]([CH:37]([O:40][CH3:41])[O:38][CH3:39])[CH2:35][NH2:36])[C:27]1[CH:32]=[CH:31][CH:30]=[CH:29][CH:28]=1.C(N(C(C)C)C(C)C)C.F[P-](F)(F)(F)(F)F.N1(OC(N(C)C)=[N+](C)C)C2N=CC=CC=2N=N1. The catalyst is CN(C)C=O.C(OCC)(=O)C. The product is [CH2:26]([S:33][CH:34]([CH:37]([O:38][CH3:39])[O:40][CH3:41])[CH2:35][NH:36][C:23]([C:5]1[N:4]([CH2:3][O:2][CH3:1])[C:12]2[C:7]([CH:6]=1)=[CH:8][CH:9]=[CH:10][C:11]=2[NH:13][S:14]([C:17]1[CH:22]=[CH:21][CH:20]=[CH:19][N:18]=1)(=[O:16])=[O:15])=[O:24])[C:27]1[CH:32]=[CH:31][CH:30]=[CH:29][CH:28]=1. The yield is 1.00. (2) The reactants are C(N1C(C2SC3CCOC4C=C(C5CN([CH2:27][CH2:28][O:29][CH:30]6[CH2:35][CH2:34][CH2:33][CH2:32][O:31]6)C5)C=CC=4C=3N=2)=NC=N1)(C)C.[NH:36]1[CH2:39][CH:38]([C:40]2[CH:41]=[CH:42][C:43]3[O:52][CH2:51][CH2:50][C:49]4[S:48][C:47]([C:53]5[N:54]([CH:58]([CH3:60])[CH3:59])[N:55]=[CH:56][N:57]=5)=[N:46][C:45]=4[C:44]=3[CH:61]=2)[CH2:37]1.[I-].[K+]. No catalyst specified. The product is [CH:58]([N:54]1[C:53]([C:47]2[S:48][C:49]3[CH2:50][CH2:51][O:52][C:43]4[CH:42]=[CH:41][C:40]([CH:38]5[CH2:39][N:36]([CH2:27][CH2:28][O:29][CH:30]6[CH2:35][CH2:34][CH2:33][CH2:32][O:31]6)[CH2:37]5)=[CH:61][C:44]=4[C:45]=3[N:46]=2)=[N:57][CH:56]=[N:55]1)([CH3:59])[CH3:60]. The yield is 0.450.